Dataset: Merck oncology drug combination screen with 23,052 pairs across 39 cell lines. Task: Regression. Given two drug SMILES strings and cell line genomic features, predict the synergy score measuring deviation from expected non-interaction effect. (1) Drug 2: CS(=O)(=O)CCNCc1ccc(-c2ccc3ncnc(Nc4ccc(OCc5cccc(F)c5)c(Cl)c4)c3c2)o1. Cell line: MDAMB436. Synergy scores: synergy=12.1. Drug 1: N#Cc1ccc(Cn2cncc2CN2CCN(c3cccc(Cl)c3)C(=O)C2)cc1. (2) Drug 1: CN(Cc1cnc2nc(N)nc(N)c2n1)c1ccc(C(=O)NC(CCC(=O)O)C(=O)O)cc1. Drug 2: Cn1nnc2c(C(N)=O)ncn2c1=O. Cell line: LNCAP. Synergy scores: synergy=-21.3. (3) Drug 1: Cc1nc(Nc2ncc(C(=O)Nc3c(C)cccc3Cl)s2)cc(N2CCN(CCO)CC2)n1. Drug 2: CC1(c2nc3c(C(N)=O)cccc3[nH]2)CCCN1. Cell line: HCT116. Synergy scores: synergy=-20.1. (4) Drug 1: CC(C)CC(NC(=O)C(Cc1ccccc1)NC(=O)c1cnccn1)B(O)O. Drug 2: Cn1cc(-c2cnn3c(N)c(Br)c(C4CCCNC4)nc23)cn1. Cell line: HT29. Synergy scores: synergy=-18.4. (5) Drug 1: O=C(NOCC(O)CO)c1ccc(F)c(F)c1Nc1ccc(I)cc1F. Drug 2: CCc1c2c(nc3ccc(O)cc13)-c1cc3c(c(=O)n1C2)COC(=O)C3(O)CC. Cell line: UACC62. Synergy scores: synergy=-7.81.